This data is from NCI-60 drug combinations with 297,098 pairs across 59 cell lines. The task is: Regression. Given two drug SMILES strings and cell line genomic features, predict the synergy score measuring deviation from expected non-interaction effect. (1) Drug 1: CN(CCCl)CCCl.Cl. Drug 2: C1=NNC2=C1C(=O)NC=N2. Cell line: MALME-3M. Synergy scores: CSS=14.8, Synergy_ZIP=3.88, Synergy_Bliss=-0.914, Synergy_Loewe=-9.76, Synergy_HSA=-0.798. (2) Drug 1: C1CCN(CC1)CCOC2=CC=C(C=C2)C(=O)C3=C(SC4=C3C=CC(=C4)O)C5=CC=C(C=C5)O. Drug 2: C1CC(=O)NC(=O)C1N2CC3=C(C2=O)C=CC=C3N. Cell line: HCT-15. Synergy scores: CSS=1.15, Synergy_ZIP=-1.13, Synergy_Bliss=-2.15, Synergy_Loewe=-4.78, Synergy_HSA=-3.22. (3) Drug 1: C1CCC(C1)C(CC#N)N2C=C(C=N2)C3=C4C=CNC4=NC=N3. Drug 2: C1=CC(=C2C(=C1NCCNCCO)C(=O)C3=C(C=CC(=C3C2=O)O)O)NCCNCCO. Cell line: U251. Synergy scores: CSS=50.9, Synergy_ZIP=4.45, Synergy_Bliss=2.77, Synergy_Loewe=-32.9, Synergy_HSA=3.18. (4) Drug 1: CC1=C2C(C(=O)C3(C(CC4C(C3C(C(C2(C)C)(CC1OC(=O)C(C(C5=CC=CC=C5)NC(=O)OC(C)(C)C)O)O)OC(=O)C6=CC=CC=C6)(CO4)OC(=O)C)OC)C)OC. Drug 2: COC1=C2C(=CC3=C1OC=C3)C=CC(=O)O2. Cell line: SF-539. Synergy scores: CSS=60.6, Synergy_ZIP=18.7, Synergy_Bliss=19.6, Synergy_Loewe=-30.9, Synergy_HSA=13.7. (5) Drug 1: C1C(C(OC1N2C=C(C(=O)NC2=O)F)CO)O. Drug 2: CC1=C(C=C(C=C1)C(=O)NC2=CC(=CC(=C2)C(F)(F)F)N3C=C(N=C3)C)NC4=NC=CC(=N4)C5=CN=CC=C5. Cell line: TK-10. Synergy scores: CSS=13.2, Synergy_ZIP=-0.454, Synergy_Bliss=0.505, Synergy_Loewe=-5.26, Synergy_HSA=0.791. (6) Drug 1: CC(C1=C(C=CC(=C1Cl)F)Cl)OC2=C(N=CC(=C2)C3=CN(N=C3)C4CCNCC4)N. Drug 2: CS(=O)(=O)CCNCC1=CC=C(O1)C2=CC3=C(C=C2)N=CN=C3NC4=CC(=C(C=C4)OCC5=CC(=CC=C5)F)Cl. Cell line: SF-539. Synergy scores: CSS=1.61, Synergy_ZIP=1.06, Synergy_Bliss=0.835, Synergy_Loewe=-1.27, Synergy_HSA=-0.577.